From a dataset of Reaction yield outcomes from USPTO patents with 853,638 reactions. Predict the reaction yield, written as a fraction of the theoretical maximum amount of product (1.0 means a 100% yield; for example, 0.34 means a 34% yield). (1) The reactants are [CH2:1]([C:8]1[CH:31]=[CH:30][CH:29]=[CH:28][C:9]=1[C:10]([NH:12][CH2:13][C:14]1[CH:19]=[C:18]([C:20]([F:23])([F:22])[F:21])[CH:17]=[C:16]([C:24]([F:27])([F:26])[F:25])[CH:15]=1)=[O:11])[C:2]1[CH:7]=[CH:6][CH:5]=[CH:4][CH:3]=1.[CH3:32][Si](C)(C)[N-][Si](C)(C)C.[K+].CI.C(OCC)(=O)C. The catalyst is CN(C)C=O. The product is [CH2:1]([C:8]1[CH:31]=[CH:30][CH:29]=[CH:28][C:9]=1[C:10]([N:12]([CH2:13][C:14]1[CH:15]=[C:16]([C:24]([F:25])([F:26])[F:27])[CH:17]=[C:18]([C:20]([F:22])([F:23])[F:21])[CH:19]=1)[CH3:32])=[O:11])[C:2]1[CH:7]=[CH:6][CH:5]=[CH:4][CH:3]=1. The yield is 0.870. (2) The reactants are C([N:8](CC1C=CC=CC=1)[C@H:9]([C:15](=O)[C:16]1[CH:21]=[C:20]([F:22])[C:19]([F:23])=[CH:18][C:17]=1[F:24])[CH2:10][C:11]([O:13]C)=[O:12])C1C=CC=CC=1.[H][H]. The catalyst is C(O)C.[Pd]. The product is [NH2:8][C@H:9]([CH2:15][C:16]1[CH:21]=[C:20]([F:22])[C:19]([F:23])=[CH:18][C:17]=1[F:24])[CH2:10][C:11]([OH:13])=[O:12]. The yield is 0.932. (3) The reactants are [NH:1]1[CH2:5][CH2:4][CH2:3][C@@H:2]1[CH2:6][OH:7].C(=O)([O-])[O-].[Na+].[Na+].Cl[C:15]1[N:20]=[C:19]([O:21][C:22]2[CH:48]=[CH:47][C:46]([F:49])=[CH:45][C:23]=2[CH2:24][NH:25][C:26]([NH:28][C:29]2[N:33]([C:34]3[CH:39]=[CH:38][C:37]([CH3:40])=[CH:36][CH:35]=3)[N:32]=[C:31]([C:41]([CH3:44])([CH3:43])[CH3:42])[CH:30]=2)=[O:27])[CH:18]=[CH:17][N:16]=1. The catalyst is C(O)C. The product is [F:49][C:46]1[CH:47]=[CH:48][C:22]([O:21][C:19]2[CH:18]=[CH:17][N:16]=[C:15]([N:1]3[CH2:5][CH2:4][CH2:3][C@@H:2]3[CH2:6][OH:7])[N:20]=2)=[C:23]([CH:45]=1)[CH2:24][NH:25][C:26]([NH:28][C:29]1[N:33]([C:34]2[CH:35]=[CH:36][C:37]([CH3:40])=[CH:38][CH:39]=2)[N:32]=[C:31]([C:41]([CH3:44])([CH3:42])[CH3:43])[CH:30]=1)=[O:27]. The yield is 0.990. (4) The reactants are [NH2:1][CH2:2][CH:3]([C:5]1[CH:10]=[CH:9][CH:8]=[CH:7][CH:6]=1)[OH:4].N1C=CN=C1.C1N=CN([C:21](N2C=NC=C2)=[O:22])C=1. The catalyst is C(Cl)Cl. The product is [C:5]1([CH:3]2[O:4][C:21](=[O:22])[NH:1][CH2:2]2)[CH:10]=[CH:9][CH:8]=[CH:7][CH:6]=1. The yield is 0.860. (5) The reactants are [Br:1][C:2]1[C:3]([CH:8]=[O:9])=[N:4][CH:5]=[CH:6][CH:7]=1.[BH4-].[Na+]. The catalyst is CO.C1COCC1. The product is [Br:1][C:2]1[C:3]([CH2:8][OH:9])=[N:4][CH:5]=[CH:6][CH:7]=1. The yield is 0.990. (6) The reactants are [H-].[Na+].[CH2:3]([OH:10])[C:4]1[CH:9]=[CH:8][CH:7]=[CH:6][CH:5]=1.[Br:11][C:12]1[CH:17]=[C:16](F)[CH:15]=[C:14]([Br:19])[CH:13]=1. The catalyst is C1COCC1. The product is [Br:11][C:12]1[CH:17]=[C:16]([O:10][CH2:3][C:4]2[CH:9]=[CH:8][CH:7]=[CH:6][CH:5]=2)[CH:15]=[C:14]([Br:19])[CH:13]=1. The yield is 0.750.